This data is from Peptide-MHC class II binding affinity with 134,281 pairs from IEDB. The task is: Regression. Given a peptide amino acid sequence and an MHC pseudo amino acid sequence, predict their binding affinity value. This is MHC class II binding data. The peptide sequence is GELQISDKIDAAFKI. The MHC is DRB1_1101 with pseudo-sequence DRB1_1101. The binding affinity (normalized) is 0.586.